Task: Predict the reactants needed to synthesize the given product.. Dataset: Full USPTO retrosynthesis dataset with 1.9M reactions from patents (1976-2016) (1) The reactants are: [O:1]=[C:2]1[CH2:10][CH2:9][CH2:8][C:7]2[NH:6][CH:5]=[C:4]([C:11]([OH:13])=O)[C:3]1=2.C(N(CC)CC)C.ClC(OCC)=O.[F:27][C:28]1[CH:34]=[CH:33][CH:32]=[CH:31][C:29]=1[NH2:30].Cl. Given the product [F:27][C:28]1[CH:34]=[CH:33][CH:32]=[CH:31][C:29]=1[NH:30][C:11]([C:4]1[C:3]2[C:2](=[O:1])[CH2:10][CH2:9][CH2:8][C:7]=2[NH:6][CH:5]=1)=[O:13], predict the reactants needed to synthesize it. (2) Given the product [C:5]([N:8]1[CH2:13][CH2:12][N:11]([CH2:4][C@@H:2]([OH:3])[CH3:1])[CH2:10][CH2:9]1)(=[O:7])[CH3:6], predict the reactants needed to synthesize it. The reactants are: [CH3:1][C@H:2]1[CH2:4][O:3]1.[C:5]([N:8]1[CH2:13][CH2:12][NH:11][CH2:10][CH2:9]1)(=[O:7])[CH3:6]. (3) Given the product [CH3:13][O:14][C:15]1[CH:43]=[C:42]([O:44][CH3:45])[CH:41]=[CH:40][C:16]=1[CH2:17][N:18]1[C:19]2[N:20]=[CH:21][CH:22]=[CH:23][C:24]=2[CH2:25][N:26]([CH:27]2[CH2:32][CH2:31][N:30]([C:33]([O:35][C:36]([CH3:39])([CH3:38])[CH3:37])=[O:34])[CH2:29][CH2:28]2)[C:1]1=[O:2], predict the reactants needed to synthesize it. The reactants are: [C:1](N1C=CN=C1)(N1C=CN=C1)=[O:2].[CH3:13][O:14][C:15]1[CH:43]=[C:42]([O:44][CH3:45])[CH:41]=[CH:40][C:16]=1[CH:17]=[N:18][C:19]1[C:24]([CH2:25][NH:26][CH:27]2[CH2:32][CH2:31][N:30]([C:33]([O:35][C:36]([CH3:39])([CH3:38])[CH3:37])=[O:34])[CH2:29][CH2:28]2)=[CH:23][CH:22]=[CH:21][N:20]=1. (4) Given the product [NH2:48][CH2:40][C@@H:41]([NH:24][C:28]([C:27]1[S:10][C:11]([CH3:7])=[C:25]([C:57]2[N:53]([CH3:54])[N:67]=[CH:59][C:58]=2[Br:15])[CH:26]=1)=[O:29])[C:42]1[CH:43]=[CH:44][CH:45]=[CH:46][CH:47]=1, predict the reactants needed to synthesize it. The reactants are: CN1C([C:7]2C=C(C(O)=O)[S:10][CH:11]=2)=CC=N1.[Br:15]N1C(=O)CCC1=O.Cl[N:24]1[C:28](=[O:29])[CH2:27][CH2:26][C:25]1=O.CC(N(C[CH:40]([NH2:48])[CH2:41][C:42]1[CH:47]=[CH:46][CH:45]=[CH:44][CH:43]=1)C(=O)[O-])(C)C.CC([N:53]([CH2:57][CH2:58][CH:59]([NH2:67])CC1C=CC=CC=1)[C:54](=O)[O-])(C)C. (5) Given the product [CH:21]1([C:18]2[CH:19]=[CH:20][C:15]([C:14]([N:13]([CH3:28])[C:10]3[CH:11]=[CH:12][C:7]([N:4]4[CH2:5][CH2:6][CH:2]([N:30]5[CH2:35][CH2:34][CH2:33][CH2:32][CH2:31]5)[C:3]4=[O:29])=[CH:8][CH:9]=3)=[O:27])=[CH:16][CH:17]=2)[CH2:26][CH2:25][CH2:24][CH2:23][CH2:22]1, predict the reactants needed to synthesize it. The reactants are: Br[CH:2]1[CH2:6][CH2:5][N:4]([C:7]2[CH:12]=[CH:11][C:10]([N:13]([CH3:28])[C:14](=[O:27])[C:15]3[CH:20]=[CH:19][C:18]([CH:21]4[CH2:26][CH2:25][CH2:24][CH2:23][CH2:22]4)=[CH:17][CH:16]=3)=[CH:9][CH:8]=2)[C:3]1=[O:29].[NH:30]1[CH2:35][CH2:34][CH2:33][CH2:32][CH2:31]1. (6) Given the product [C:16]([N:1]1[C:9]2[C:4](=[CH:5][CH:6]=[C:7]([CH:10]=[O:11])[CH:8]=2)[CH:3]=[CH:2]1)(=[O:17])[CH3:15], predict the reactants needed to synthesize it. The reactants are: [NH:1]1[C:9]2[C:4](=[CH:5][CH:6]=[C:7]([CH:10]=[O:11])[CH:8]=2)[CH:3]=[CH:2]1.C(Cl)Cl.[CH3:15][C:16](Cl)=[O:17].CCN(CC)CC. (7) Given the product [NH:8]1[C:4]2[N:5]=[CH:6][CH:7]=[C:2]([C:28]([O:27][CH3:26])=[O:29])[C:3]=2[CH:10]=[CH:9]1, predict the reactants needed to synthesize it. The reactants are: I[C:2]1[CH:7]=[CH:6][N:5]=[C:4]2[N:8](C(=O)C)[CH:9]=[CH:10][C:3]=12.C(N(CC)CC)C.CO.[C]=O.C[CH2:26][O:27][C:28](C)=[O:29]. (8) Given the product [C:7]([CH2:6][NH:5][C:3]([C@@H:2]([NH:1][C:49]([C:40]1[S:39][C:38]([C:32]2[CH:37]=[CH:36][CH:35]=[CH:34][CH:33]=2)=[C:42]([C:43]2[CH:48]=[CH:47][CH:46]=[CH:45][CH:44]=2)[CH:41]=1)=[O:50])[CH2:9][C:10]1[CH:11]=[CH:12][CH:13]=[CH:14][CH:15]=1)=[O:4])#[N:8], predict the reactants needed to synthesize it. The reactants are: [NH2:1][C@@H:2]([CH2:9][C:10]1[CH:15]=[CH:14][CH:13]=[CH:12][CH:11]=1)[C:3]([NH:5][CH2:6][C:7]#[N:8])=[O:4].ClC1C=CC=CC=1C1C=CC(C(O)=O)=CC=1.[C:32]1([C:38]2[S:39][C:40]([C:49](O)=[O:50])=[CH:41][C:42]=2[C:43]2[CH:48]=[CH:47][CH:46]=[CH:45][CH:44]=2)[CH:37]=[CH:36][CH:35]=[CH:34][CH:33]=1. (9) Given the product [Cl:1][C:2]1[C:3]([CH2:28][CH2:29][C:30]2[CH:35]=[CH:34][C:33]([O:36][CH3:37])=[CH:32][C:31]=2[CH3:38])=[C:4]([C:8]2[N:13]=[C:12]([N:14]3[C:18]([C:19]([F:22])([F:21])[F:20])=[C:17]([C:23]([O:25][CH2:26][CH3:27])=[O:24])[CH:16]=[N:15]3)[CH:11]=[CH:10][CH:9]=2)[CH:5]=[CH:6][CH:7]=1, predict the reactants needed to synthesize it. The reactants are: [Cl:1][C:2]1[C:3](/[CH:28]=[CH:29]/[C:30]2[CH:35]=[CH:34][C:33]([O:36][CH3:37])=[CH:32][C:31]=2[CH3:38])=[C:4]([C:8]2[N:13]=[C:12]([N:14]3[C:18]([C:19]([F:22])([F:21])[F:20])=[C:17]([C:23]([O:25][CH2:26][CH3:27])=[O:24])[CH:16]=[N:15]3)[CH:11]=[CH:10][CH:9]=2)[CH:5]=[CH:6][CH:7]=1. (10) The reactants are: [Cl:1][C:2]1[CH:10]=[C:9]2[C:5]([C:6]([CH:34]([F:36])[F:35])=[N:7][N:8]2[S:11]([C:14]2[CH:15]=[CH:16][C:17]([O:32][CH3:33])=[C:18]([N:20]3[CH2:25][CH2:24][N:23](C(=O)C(F)(F)F)[CH2:22][CH2:21]3)[CH:19]=2)(=[O:13])=[O:12])=[CH:4][CH:3]=1.C(=O)([O-])[O-].[K+].[K+]. Given the product [Cl:1][C:2]1[CH:10]=[C:9]2[C:5]([C:6]([CH:34]([F:35])[F:36])=[N:7][N:8]2[S:11]([C:14]2[CH:15]=[CH:16][C:17]([O:32][CH3:33])=[C:18]([N:20]3[CH2:21][CH2:22][NH:23][CH2:24][CH2:25]3)[CH:19]=2)(=[O:13])=[O:12])=[CH:4][CH:3]=1, predict the reactants needed to synthesize it.